From a dataset of Full USPTO retrosynthesis dataset with 1.9M reactions from patents (1976-2016). Predict the reactants needed to synthesize the given product. (1) The reactants are: [C:1]([C:3]([C:6]1[CH:7]=[C:8]([CH:31]=[CH:32][CH:33]=1)[C:9]([NH:11][C:12]1[CH:13]=[C:14]([CH:28]=[CH:29][CH:30]=1)[O:15][C:16]1[CH:17]=[CH:18][C:19]2[N:20]([CH:22]=[C:23](C(O)=O)[N:24]=2)[N:21]=1)=[O:10])([CH3:5])[CH3:4])#[N:2].C1(P(N=[N+]=[N-])(C2C=CC=CC=2)=[O:41])C=CC=CC=1.C([N:53]([CH2:56]C)CC)C.[C:58]([OH:62])([CH3:61])([CH3:60])[CH3:59]. Given the product [C:1]([C:3]([C:6]1[CH:7]=[C:8]([CH:31]=[CH:32][CH:33]=1)[C:9]([NH:11][C:12]1[CH:13]=[C:14]([CH:28]=[CH:29][CH:30]=1)[O:15][C:16]1[CH:17]=[CH:18][C:19]2[N:20]([CH:22]=[C:23]([NH:53][C:56](=[O:41])[O:62][C:58]([CH3:61])([CH3:60])[CH3:59])[N:24]=2)[N:21]=1)=[O:10])([CH3:5])[CH3:4])#[N:2], predict the reactants needed to synthesize it. (2) Given the product [Br:2][CH2:15][C:7]1[C:6]([I:5])=[CH:14][C:10]2[O:11][CH2:12][O:13][C:9]=2[CH:8]=1, predict the reactants needed to synthesize it. The reactants are: P(Br)(Br)[Br:2].[I:5][C:6]1[C:7]([CH2:15]O)=[CH:8][C:9]2[O:13][CH2:12][O:11][C:10]=2[CH:14]=1.C([O-])(O)=O.[Na+]. (3) Given the product [Cl:11][C:10]1[C:3]2[C:2]([N:21]3[CH2:26][CH2:25][CH:24]([NH:27][C:28](=[O:35])[C:29]4[CH:34]=[CH:33][CH:32]=[CH:31][CH:30]=4)[CH2:23][CH2:22]3)=[N:7][CH:6]=[N:5][C:4]=2[N:8]([S:12]([C:15]2[CH:20]=[CH:19][CH:18]=[CH:17][CH:16]=2)(=[O:14])=[O:13])[CH:9]=1, predict the reactants needed to synthesize it. The reactants are: Cl[C:2]1[C:3]2[C:10]([Cl:11])=[CH:9][N:8]([S:12]([C:15]3[CH:20]=[CH:19][CH:18]=[CH:17][CH:16]=3)(=[O:14])=[O:13])[C:4]=2[N:5]=[CH:6][N:7]=1.[NH:21]1[CH2:26][CH2:25][CH:24]([NH:27][C:28](=[O:35])[C:29]2[CH:34]=[CH:33][CH:32]=[CH:31][CH:30]=2)[CH2:23][CH2:22]1.C(N(CC)C(C)C)(C)C.O. (4) Given the product [C:1]([NH:4][C@H:5]([CH2:9][O:10][CH3:11])[C:6]([NH:34][CH2:27][C:28]1[CH:33]=[CH:32][CH:31]=[CH:30][CH:29]=1)=[O:8])(=[O:3])[CH3:2], predict the reactants needed to synthesize it. The reactants are: [C:1]([NH:4][C@H:5]([CH2:9][O:10][CH3:11])[C:6]([OH:8])=O)(=[O:3])[CH3:2].ClC(OCC(C)C)=O.CN1CCOCC1.[CH2:27]([NH2:34])[C:28]1[CH:33]=[CH:32][CH:31]=[CH:30][CH:29]=1.